The task is: Binary Classification. Given a miRNA mature sequence and a target amino acid sequence, predict their likelihood of interaction.. This data is from Experimentally validated miRNA-target interactions with 360,000+ pairs, plus equal number of negative samples. (1) The miRNA is mmu-miR-675-5p with sequence UGGUGCGGAAAGGGCCCACAGU. The protein sequence of the target gene is MGGKNKQRTKGNLRPSNSGRAAELLAKEQGTVPGFIGFGTSHSDLGYVPAVQGAEDIDSLVDSDFRMVLRKLSKKDVTTKLKAMQEFGIMCTERDTEAVKGVLPYWPRIFCKISLDHDRRVREATQQAFEKLILKVKKHLAPYLKSVMGYWLMAQCDTYPPAALAAKDAFEAAFPPSKQPEAIAFCKEEITTVLQDHLLKETPDTLSDPQTVPEEEREAKFHRVVTCSLLALKRLLCFLPNNELDSLEEKFKSLLSQNKFWKYGKHSVPQVRSAYFELVSALCQHVPQVMKEEAAKVSPS.... Result: 0 (no interaction). (2) The miRNA is hsa-miR-4667-3p with sequence UCCCUCCUUCUGUCCCCACAG. The protein sequence of the target gene is MQRLVLVSILLCANFSCYPDTFATPQRASIKALRNANLRRDESNHLTDLYQREENIQVTSNGHVQSPRFPNSYPRNLLLTWWLRSQEKTRIQLSFDHQFGLEEAENDICRYDFVEVEEVSESSTVVRGRWCGHKEIPPRITSRTNQIKITFKSDDYFVAKPGFKIYYSFVEDFQPEAASETNWESVTSSFSGVSYHSPSITDPTLTADALDKTVAEFDTVEDLLKHFNPVSWQDDLENLYLDTPHYRGRSYHDRKSKVDLDRLNDDVKRYSCTPRNHSVNLREELKLTNAVFFPRCLLVQ.... Result: 0 (no interaction). (3) The miRNA is hsa-miR-574-3p with sequence CACGCUCAUGCACACACCCACA. The protein sequence of the target gene is MARRFQEELAAFLFEYDTPRMVLVRNKKVGVIFRLIQLVVLVYVIGWVFLYEKGYQTSSGLISSVSVKLKGLAVTQLPGLGPQVWDVADYVFPAQGDNSFVVMTNFIVTPKQTQGYCAEHPEGGICKEDSGCTPGKAKRKAQGIRTGKCVAFNDTVKTCEIFGWCPVEVDDDIPRPALLREAENFTLFIKNSISFPRFKVNRRNLVEEVNAAHMKTCLFHKTLHPLCPVFQLGYVVQESGQNFSTLAEKGGVVGITIDWHCDLDWHVRHCRPIYEFHGLYEEKNLSPGFNFRFARHFVEN.... Result: 0 (no interaction). (4) The miRNA is hsa-miR-4252 with sequence GGCCACUGAGUCAGCACCA. The protein sequence of the target gene is MAAPAQPKKIVAPTVSQINAEFVTQLACKYWAPHIKKKSPFDIKVIEDIYEKEIVKSRFAIRKIMLLEFSQYLENYLWMNYSPEVSSKAYLMSICCMVNEKFRENVPAWEIFKKKPDHFPFFFKHILKAALAETDGEFSLHEQTVLLLFLDHCFNSLEVDLIRSQVQQLISLPMWMGLQLARLELELKKTPKLRKFWNLIKKNDEKMDPEAREQAYQERRFLSQLIQKFISVLKSVPLSEPVTMDKVHYCERFIELMIDLEALLPTRRWFNTILDDSHLLVHCYLSNLVRREEDGHLFSQ.... Result: 1 (interaction). (5) The miRNA is hsa-miR-196a-5p with sequence UAGGUAGUUUCAUGUUGUUGGG. The protein sequence of the target gene is MLPAAMKGLGLALLAVLLCSAPAHGLWCQDCTLTTNSSHCTPKQCQPSDTVCASVRITDPSSSRKDHSVNKMCASSCDFVKRHFFSDYLMGFINSGILKVDVDCCEKDLCNGAAGAGHSPWALAGGLLLSLGPALLWAGP. Result: 0 (no interaction). (6) The miRNA is hsa-miR-5088-5p with sequence CAGGGCUCAGGGAUUGGAUGGAGG. The protein sequence of the target gene is MAADKGPAAGPRSRAAMAQWRKKKGLRKRRGAASQARGSDSEDGEFEIQAEDDARARKLGPGRPLPTFPTSECTSDVEPDTREMVRAQNKKKKKSGGFQSMGLSYPVFKGIMKKGYKVPTPIQRKTIPVILDGKDVVAMARTGSGKTACFLLPMFERLKTHSAQTGARALILSPTRELALQTLKFTKELGKFTGLKTALILGGDRMEDQFAALHENPDIIIATPGRLVHVAVEMSLKLQSVEYVVFDEADRLFEMGFAEQLQEIIARLPGGHQTVLFSATLPKLLVEFARAGLTEPVLIR.... Result: 0 (no interaction). (7) The miRNA is hsa-miR-6083 with sequence CUUAUAUCAGAGGCUGUGGG. The protein sequence of the target gene is MAAQPPRGIRLSALCPKFLHTNSTSHTWPFSAVAELIDNAYDPDVNAKQIWIDKTVINDHICLTFTDNGNGMTSDKLHKMLSFGFSDKVTMNGHVPVGLYGNGFKSGSMRLGKDAIVFTKNGESMSVGLLSQTYLEVIKAEHVVVPIVAFNKHRQMINLAESKASLAAILEHSLFSTEQKLLAELDAIIGKKGTRIIIWNLRSYKNATEFDFEKDKYDIRIPEDLDEITGKKGYKKQERMDQIAPESDYSLRAYCSILYLKPRMQIILRGQKVKTQLVSKSLAYIERDVYRPKFLSKTVR.... Result: 0 (no interaction). (8) The miRNA is hsa-miR-4434 with sequence AGGAGAAGUAAAGUAGAA. The protein sequence of the target gene is MAGSPELVVLDPPWDKELAAGTESQALVSATPREDFRVRCTSKRAVTEMLQLCGRFVQKLGDALPEEIREPALRDAQWTFESAVQENISINGQAWQEASDNCFMDSDIKVLEDQFDEIIVDIATKRKQYPRKILECVIKTIKAKQEILKQYHPVVHPLDLKYDPDPAPHMENLKCRGETVAKEISEAMKSLPALIEQGEGFSQVLRMQPVIHLQRIHQEVFSSCHRKPDAKPENFITQIETTPTETASRKTSDMVLKRKQTKDCPQRKWYPLRPKKINLDT. Result: 1 (interaction). (9) The miRNA is hsa-miR-3660 with sequence ACUGACAGGAGAGCAUUUUGA. The protein sequence of the target gene is MALGACGLLLLLAVPGVSLRTLQPGCGRPQVSDAGGRIVGGHAAPAGAWPWQASLRLRRMHVCGGSLLSPQWVLTAAHCFSGSLNSSDYQVHLGELEITLSPHFSTVRQIILHSSPSGQPGTSGDIALVELSVPVTLSSRILPVCLPEASDDFCPGIRCWVTGWGYTREGEPLPPPYSLREVKVSVVDTETCRRDYPGPGGSILQPDMLCARGPGDACQDDSGGPLVCQVNGAWVQAGTVSWGEGCGRPNRPGVYTRVPAYVNWIRRHITASGGSESGYPRLPLLAGLFLPGLFLLLVSC.... Result: 0 (no interaction).